Dataset: Full USPTO retrosynthesis dataset with 1.9M reactions from patents (1976-2016). Task: Predict the reactants needed to synthesize the given product. (1) Given the product [C:1]([O:5][C:6](=[O:25])[NH:7][C:8]1[CH:13]=[C:12]([N:14]([CH2:16][CH:17]([CH3:19])[CH3:18])[CH3:15])[C:11]([C:20]([F:23])([F:22])[F:21])=[CH:10][C:9]=1[NH:24][C:31](=[O:30])[CH2:32][C:33](=[O:45])[C:34]1[CH:39]=[CH:38][CH:37]=[C:36]([N:40]2[CH:44]=[CH:43][N:42]=[N:41]2)[CH:35]=1)([CH3:3])([CH3:4])[CH3:2], predict the reactants needed to synthesize it. The reactants are: [C:1]([O:5][C:6](=[O:25])[NH:7][C:8]1[CH:13]=[C:12]([N:14]([CH2:16][CH:17]([CH3:19])[CH3:18])[CH3:15])[C:11]([C:20]([F:23])([F:22])[F:21])=[CH:10][C:9]=1[NH2:24])([CH3:4])([CH3:3])[CH3:2].C([O:30][C:31](=O)[CH2:32][C:33](=[O:45])[C:34]1[CH:39]=[CH:38][CH:37]=[C:36]([N:40]2[CH:44]=[CH:43][N:42]=[N:41]2)[CH:35]=1)(C)(C)C. (2) Given the product [ClH:25].[NH:27]1[CH2:31][CH2:30][C@@H:29]([O:32]/[N:33]=[C:20]2/[C@H:3]([CH2:1][CH3:2])[CH:4]3[C@:17]([CH3:22])([CH2:18][CH2:19]/2)[C@@H:16]2[C@H:7]([C@H:8]4[C@@:12]([CH2:14][CH2:15]2)([CH3:13])[C:11](=[O:23])[CH2:10][CH2:9]4)[CH2:6][C@@H:5]3[OH:24])[CH2:28]1, predict the reactants needed to synthesize it. The reactants are: [CH2:1]([C@H:3]1[C:20](=O)[CH2:19][CH2:18][C@@:17]2([CH3:22])[CH:4]1[C@@H:5]([OH:24])[CH2:6][C@@H:7]1[C@@H:16]2[CH2:15][CH2:14][C@@:12]2([CH3:13])[C@H:8]1[CH2:9][CH2:10][C:11]2=[O:23])[CH3:2].[ClH:25].Cl.[NH:27]1[CH2:31][CH2:30][C@@H:29]([O:32][NH2:33])[CH2:28]1. (3) Given the product [C:1]([O:5][C:6]([N:8]([CH3:14])[C@@H:9]([CH3:13])[C:10]([NH:30][C@H:31]([C:51]([N:53]1[C@H:57]([C:58](=[O:70])[NH:59][C@H:60]2[C:69]3[C:64](=[CH:65][CH:66]=[CH:67][CH:68]=3)[CH2:63][CH2:62][CH2:61]2)[CH2:56][Si:55]([CH3:72])([CH3:71])[CH2:54]1)=[O:52])[CH2:32][C:33]1[CH:38]=[CH:37][C:36]([C:39]#[C:40][C:41]2[CH:42]=[CH:43][C:44]([C:45]([O:47][CH3:48])=[O:46])=[CH:49][CH:50]=2)=[CH:35][CH:34]=1)=[O:12])=[O:7])([CH3:2])([CH3:3])[CH3:4], predict the reactants needed to synthesize it. The reactants are: [C:1]([O:5][C:6]([N:8]([CH3:14])[C@@H:9]([CH3:13])[C:10]([OH:12])=O)=[O:7])([CH3:4])([CH3:3])[CH3:2].C(Cl)CCl.N1C2C(=NC=CC=2)N(O)N=1.Cl.[NH2:30][C@H:31]([C:51]([N:53]1[C@H:57]([C:58](=[O:70])[NH:59][C@H:60]2[C:69]3[C:64](=[CH:65][CH:66]=[CH:67][CH:68]=3)[CH2:63][CH2:62][CH2:61]2)[CH2:56][Si:55]([CH3:72])([CH3:71])[CH2:54]1)=[O:52])[CH2:32][C:33]1[CH:38]=[CH:37][C:36]([C:39]#[C:40][C:41]2[CH:50]=[CH:49][C:44]([C:45]([O:47][CH3:48])=[O:46])=[CH:43][CH:42]=2)=[CH:35][CH:34]=1.CCN(C(C)C)C(C)C.